From a dataset of Forward reaction prediction with 1.9M reactions from USPTO patents (1976-2016). Predict the product of the given reaction. (1) The product is: [C:16]([C:15]1[C:2]([N:19]2[CH2:22][CH:21]([C:23]([OH:25])=[O:24])[CH2:20]2)=[N:3][C:4]([CH3:18])=[C:5]([C:6]([O:8][CH2:9][C:10]([F:13])([F:12])[F:11])=[O:7])[CH:14]=1)#[N:17]. Given the reactants Cl[C:2]1[C:15]([C:16]#[N:17])=[CH:14][C:5]([C:6]([O:8][CH2:9][C:10]([F:13])([F:12])[F:11])=[O:7])=[C:4]([CH3:18])[N:3]=1.[NH:19]1[CH2:22][CH:21]([C:23]([OH:25])=[O:24])[CH2:20]1.CCN(C(C)C)C(C)C.OS([O-])(=O)=O.[K+], predict the reaction product. (2) Given the reactants Br[C:2]1[C:10]2[C:5](=[CH:6][CH:7]=[CH:8][CH:9]=2)[N:4]([S:11]([C:14]2[CH:19]=[CH:18][CH:17]=[CH:16][CH:15]=2)(=[O:13])=[O:12])[CH:3]=1.[CH3:20][O:21][C:22]1[CH:27]=[CH:26][C:25](B(O)O)=[CH:24][CH:23]=1.C(=O)([O-])O.[Na+], predict the reaction product. The product is: [CH3:20][O:21][C:22]1[CH:27]=[CH:26][C:25]([C:2]2[C:10]3[C:5](=[CH:6][CH:7]=[CH:8][CH:9]=3)[N:4]([S:11]([C:14]3[CH:19]=[CH:18][CH:17]=[CH:16][CH:15]=3)(=[O:13])=[O:12])[CH:3]=2)=[CH:24][CH:23]=1. (3) Given the reactants [N:1]1([C:7]2[N:12]=[C:11]([N:13]3[CH2:18][CH2:17][O:16][CH2:15][CH2:14]3)[N:10]=[C:9]([C:19]3[CH:25]=[CH:24][C:22]([NH2:23])=[CH:21][CH:20]=3)[N:8]=2)[CH2:6][CH2:5][O:4][CH2:3][CH2:2]1.ClC(Cl)(O[C:30](=[O:36])OC(Cl)(Cl)Cl)Cl.C(N(CC)CC)C.[NH2:45][C:46]1[CH:51]=[CH:50][N:49]=[CH:48][CH:47]=1, predict the reaction product. The product is: [N:1]1([C:7]2[N:12]=[C:11]([N:13]3[CH2:18][CH2:17][O:16][CH2:15][CH2:14]3)[N:10]=[C:9]([C:19]3[CH:25]=[CH:24][C:22]([NH:23][C:30]([NH:45][C:46]4[CH:51]=[CH:50][N:49]=[CH:48][CH:47]=4)=[O:36])=[CH:21][CH:20]=3)[N:8]=2)[CH2:2][CH2:3][O:4][CH2:5][CH2:6]1. (4) The product is: [N+:9]([C:3]1[CH:4]=[C:5]([C:12]2[C:21]3[C:16](=[CH:17][CH:18]=[CH:19][CH:20]=3)[CH:15]=[CH:14][CH:13]=2)[CH:6]=[CH:7][C:2]=1[C:20]1[C:21]2[C:16](=[CH:15][CH:14]=[CH:13][CH:12]=2)[CH:17]=[CH:18][CH:19]=1)([O-:11])=[O:10]. Given the reactants Br[C:2]1[CH:7]=[CH:6][C:5](Br)=[CH:4][C:3]=1[N+:9]([O-:11])=[O:10].[C:12]1(B(O)O)[C:21]2[C:16](=[CH:17][CH:18]=[CH:19][CH:20]=2)[CH:15]=[CH:14][CH:13]=1.C(=O)([O-])[O-].[K+].[K+], predict the reaction product. (5) Given the reactants [CH3:1][C:2]1([CH3:20])[O:7][C:6](=[O:8])[C:5]2[C:9](S(C(F)(F)F)(=O)=O)=[CH:10][CH:11]=[CH:12][C:4]=2[O:3]1.[Li+].[Cl-].[CH2:23]([Sn](CCCC)(CCCC)CCCC)[CH:24]=[CH2:25].[F-].[K+], predict the reaction product. The product is: [CH2:25]([C:9]1[C:5]2[C:6](=[O:8])[O:7][C:2]([CH3:20])([CH3:1])[O:3][C:4]=2[CH:12]=[CH:11][CH:10]=1)[CH:24]=[CH2:23]. (6) Given the reactants C([O:8][C:9]1[CH:10]=[C:11]([O:18][C@@H:19]([C@H:21]2[CH2:25][N:24]([C@@H:26]([C:28]3[CH:33]=[CH:32][C:31]([O:34]C)=[CH:30][CH:29]=3)[CH3:27])[C:23](=[O:36])[CH2:22]2)[CH3:20])[C:12]2[S:16][CH:15]=[N:14][C:13]=2[CH:17]=1)C1C=CC=CC=1.B(Br)(Br)Br.CO.CCN(CC)CC.N(CC)CC, predict the reaction product. The product is: [OH:8][C:9]1[CH:10]=[C:11]([O:18][C@@H:19]([C@H:21]2[CH2:25][N:24]([C@@H:26]([C:28]3[CH:29]=[CH:30][C:31]([OH:34])=[CH:32][CH:33]=3)[CH3:27])[C:23](=[O:36])[CH2:22]2)[CH3:20])[C:12]2[S:16][CH:15]=[N:14][C:13]=2[CH:17]=1.